Dataset: Forward reaction prediction with 1.9M reactions from USPTO patents (1976-2016). Task: Predict the product of the given reaction. Given the reactants Cl.[Br:2][C:3]1[CH:4]=[C:5]([NH2:15])[CH:6]=[C:7]([NH:9][CH2:10][C:11]([F:14])([F:13])[F:12])[CH:8]=1.Cl[C:17]1[N:22]=[C:21]([C:23]([F:26])([F:25])[F:24])[CH:20]=[CH:19][N:18]=1.O, predict the reaction product. The product is: [Br:2][C:3]1[CH:4]=[C:5]([NH:15][C:17]2[N:22]=[C:21]([C:23]([F:26])([F:25])[F:24])[CH:20]=[CH:19][N:18]=2)[CH:6]=[C:7]([NH:9][CH2:10][C:11]([F:13])([F:14])[F:12])[CH:8]=1.